From a dataset of Forward reaction prediction with 1.9M reactions from USPTO patents (1976-2016). Predict the product of the given reaction. (1) The product is: [C:1]([C:5]1[CH:6]=[C:7]([CH:30]=[CH:31][CH:32]=1)[O:8][CH2:9][C:10]1([CH2:13][O:14][C:15]2[CH:16]=[CH:17][C:18]([CH:21]([C:27]#[C:28][CH3:29])[CH2:22][C:23]([OH:25])=[O:24])=[CH:19][CH:20]=2)[CH2:12][CH2:11]1)([CH3:4])([CH3:2])[CH3:3]. Given the reactants [C:1]([C:5]1[CH:6]=[C:7]([CH:30]=[CH:31][CH:32]=1)[O:8][CH2:9][C:10]1([CH2:13][O:14][C:15]2[CH:20]=[CH:19][C:18]([CH:21]([C:27]#[C:28][CH3:29])[CH2:22][C:23]([O:25]C)=[O:24])=[CH:17][CH:16]=2)[CH2:12][CH2:11]1)([CH3:4])([CH3:3])[CH3:2].Cl.O, predict the reaction product. (2) Given the reactants B(C1CCCCC1)C1CCCCC1.[CH3:14][C:15]([CH3:19])([CH3:18])[C:16]#[CH:17].[Zn](CC)CC.[CH:25](=[O:28])[CH2:26][CH3:27], predict the reaction product. The product is: [CH3:14][C:15]([CH3:19])([CH3:18])[CH:16]=[CH:17][C@@H:25]([OH:28])[CH2:26][CH3:27]. (3) Given the reactants [OH:1][S:2]([OH:5])(=O)=[O:3].[CH3:6][O:7][C:8]1[CH:9]=[CH:10][CH:11]=[C:12]2[C:17]=1[C:16]([CH3:18])=[N:15][CH:14]=[CH:13]2, predict the reaction product. The product is: [CH3:6][O:7][C:8]1[C:17]2[C:16]([CH3:18])=[N:15][CH:14]=[CH:13][C:12]=2[C:11]([S:2]([OH:5])(=[O:3])=[O:1])=[CH:10][CH:9]=1. (4) Given the reactants [Cl:1][C:2]1[N:7]=[C:6]([C:8](=[O:10])[CH3:9])[C:5]([F:11])=[CH:4][N:3]=1.[CH3:12][Mg]Br.C(OCC)C, predict the reaction product. The product is: [Cl:1][C:2]1[N:7]=[C:6]([C:8]([OH:10])([CH3:12])[CH3:9])[C:5]([F:11])=[CH:4][N:3]=1. (5) Given the reactants [Cl:1][CH2:2][C:3]1[CH:11]=[CH:10][C:6]([C:7](Cl)=[O:8])=[CH:5][CH:4]=1.[NH2:12][C:13]1[CH:18]=[CH:17][C:16]([O:19][C:20](=[O:29])[N:21]([CH3:28])[C:22]2[CH:27]=[CH:26][CH:25]=[CH:24][CH:23]=2)=[CH:15][CH:14]=1.C(N(CC)CC)C.CN(C)C=O, predict the reaction product. The product is: [Cl:1][CH2:2][C:3]1[CH:11]=[CH:10][C:6]([C:7]([NH:12][C:13]2[CH:14]=[CH:15][C:16]([O:19][C:20](=[O:29])[N:21]([CH3:28])[C:22]3[CH:27]=[CH:26][CH:25]=[CH:24][CH:23]=3)=[CH:17][CH:18]=2)=[O:8])=[CH:5][CH:4]=1. (6) The product is: [C:4]([C:8]1[CH:13]=[CH:12][CH:11]=[CH:10][C:9]=1[N:14]1[CH2:15][CH2:16][N:17]([C:20]([C:22]2[CH:23]=[CH:24][C:25]([C:26]3[NH:3][C:30](=[O:33])[O:31][N:27]=3)=[CH:28][CH:29]=2)=[O:21])[CH2:18][CH2:19]1)([CH3:7])([CH3:5])[CH3:6]. Given the reactants [Cl-].O[NH3+:3].[C:4]([C:8]1[CH:13]=[CH:12][CH:11]=[CH:10][C:9]=1[N:14]1[CH2:19][CH2:18][N:17]([C:20]([C:22]2[CH:29]=[CH:28][C:25]([C:26]#[N:27])=[CH:24][CH:23]=2)=[O:21])[CH2:16][CH2:15]1)([CH3:7])([CH3:6])[CH3:5].[C:30](=[O:33])([O-])[OH:31].[Na+].O.Cl, predict the reaction product. (7) Given the reactants Br[C:2]1[CH:18]=[CH:17][C:16]([CH:19]2[C@H:24]([O:25][CH2:26][C:27]3[CH:32]=[CH:31][CH:30]=[CH:29][CH:28]=3)[C@@H:23]([O:33][CH2:34][C:35]3[CH:40]=[CH:39][CH:38]=[CH:37][CH:36]=3)[C@H:22]([O:41][CH2:42][C:43]3[CH:48]=[CH:47][CH:46]=[CH:45][CH:44]=3)[C@@H:21]([CH2:49][O:50][CH2:51][C:52]3[CH:57]=[CH:56][CH:55]=[CH:54][CH:53]=3)[O:20]2)=[CH:15][C:3]=1[CH2:4][C:5]1[CH:6]=[C:7]2[C:12](=[CH:13][CH:14]=1)[O:11][CH2:10][CH2:9][CH2:8]2.C1(P(C2CCCCC2)C2CCCCC2)CCCCC1.P([O-])([O-])([O-])=O.[K+].[K+].[K+].[CH:85]1(B(O)O)[CH2:87][CH2:86]1, predict the reaction product. The product is: [CH:85]1([C:2]2[CH:18]=[CH:17][C:16]([CH:19]3[C@H:24]([O:25][CH2:26][C:27]4[CH:32]=[CH:31][CH:30]=[CH:29][CH:28]=4)[C@@H:23]([O:33][CH2:34][C:35]4[CH:36]=[CH:37][CH:38]=[CH:39][CH:40]=4)[C@H:22]([O:41][CH2:42][C:43]4[CH:44]=[CH:45][CH:46]=[CH:47][CH:48]=4)[C@@H:21]([CH2:49][O:50][CH2:51][C:52]4[CH:53]=[CH:54][CH:55]=[CH:56][CH:57]=4)[O:20]3)=[CH:15][C:3]=2[CH2:4][C:5]2[CH:6]=[C:7]3[C:12](=[CH:13][CH:14]=2)[O:11][CH2:10][CH2:9][CH2:8]3)[CH2:87][CH2:86]1.